From a dataset of Forward reaction prediction with 1.9M reactions from USPTO patents (1976-2016). Predict the product of the given reaction. (1) Given the reactants [Br:1][C:2]1[CH:14]=[CH:13][C:12]2[C:11]3[C:6](=[CH:7][C:8](Br)=[CH:9][CH:10]=3)[C:5]([F:17])([F:16])[C:4]=2[CH:3]=1.[CH2:18]([O:20]C=C[Sn](CCCC)(CCCC)CCCC)[CH3:19].BrN1C(=O)CCC1=O.[C:44]([N:54]1[CH2:61][CH:60]([CH:62]2[CH2:64]C2)[CH2:59][C@H:55]1[C:56]([OH:58])=[O:57])([O:46][CH2:47][C:48]1[CH:53]=[CH:52][CH:51]=[CH:50][CH:49]=1)=[O:45].CCN(C(C)C)C(C)C, predict the reaction product. The product is: [Br:1][C:2]1[CH:3]=[C:4]2[C:12]([C:11]3[CH:10]=[CH:9][C:8]([C:18](=[O:20])[CH2:19][O:58][C:56]([CH:55]4[CH2:59][C:60]5([CH2:62][CH2:64]5)[CH2:61][N:54]4[C:44]([O:46][CH2:47][C:48]4[CH:49]=[CH:50][CH:51]=[CH:52][CH:53]=4)=[O:45])=[O:57])=[CH:7][C:6]=3[C:5]2([F:17])[F:16])=[CH:13][CH:14]=1. (2) Given the reactants [CH2:1]([C:5]1[N:6]([CH3:32])[C:7]2[C:16]3[CH:15]=[C:14]([O:17][CH2:18][C:19]4[CH:24]=[CH:23][C:22]([O:25][C:26]([F:29])([F:28])[F:27])=[CH:21][CH:20]=4)[CH:13]=[CH:12][C:11]=3[N+:10]([O-])=[CH:9][C:8]=2[N:31]=1)[CH2:2][CH2:3][CH3:4].C(C1[N:38](C)C2C3C=C(OCCCCCCOCCCCC4C=CC=CC=4)C=CC=3[N+]([O-])=CC=2N=1)CCC, predict the reaction product. The product is: [CH2:1]([C:5]1[N:6]([CH3:32])[C:7]2[C:16]3[CH:15]=[C:14]([O:17][CH2:18][C:19]4[CH:24]=[CH:23][C:22]([O:25][C:26]([F:29])([F:28])[F:27])=[CH:21][CH:20]=4)[CH:13]=[CH:12][C:11]=3[N:10]=[C:9]([NH2:38])[C:8]=2[N:31]=1)[CH2:2][CH2:3][CH3:4]. (3) Given the reactants [I:1][C:2]1[CH:3]=[C:4]2[C:8](=[CH:9][CH:10]=1)[NH:7][N:6]=[CH:5]2.[CH:11](Br)([CH3:13])[CH3:12].[CH3:15][C:16]([O-])(C)[CH3:17].[K+], predict the reaction product. The product is: [I:1][C:2]1[CH:3]=[C:4]2[C:8](=[CH:9][CH:10]=1)[N:7]([CH:11]([CH3:13])[CH3:12])[N:6]=[CH:5]2.[I:1][C:2]1[CH:10]=[CH:9][C:8]2[C:4](=[CH:5][N:6]([CH:16]([CH3:17])[CH3:15])[N:7]=2)[CH:3]=1. (4) Given the reactants [Cl:1][C:2]1[C:3]([OH:12])=[C:4]([CH:8]=[C:9]([OH:11])[CH:10]=1)[C:5]([OH:7])=[O:6].S(=O)(=O)(O)O.[CH3:18]O, predict the reaction product. The product is: [Cl:1][C:2]1[C:3]([OH:12])=[C:4]([CH:8]=[C:9]([OH:11])[CH:10]=1)[C:5]([O:7][CH3:18])=[O:6]. (5) Given the reactants O=[CH:2][C:3]1[CH:11]=[CH:10][CH:9]=[C:6]([O:7][CH3:8])[C:4]=1[OH:5].C([O:14][C:15](=[O:23])[CH:16](Br)C(OCC)=O)C.C(=O)([O-])[O-].[K+].[K+].[OH-].[K+].Cl, predict the reaction product. The product is: [CH3:8][O:7][C:6]1[C:4]2[O:5][C:16]([C:15]([OH:23])=[O:14])=[CH:2][C:3]=2[CH:11]=[CH:10][CH:9]=1.